This data is from Reaction yield outcomes from USPTO patents with 853,638 reactions. The task is: Predict the reaction yield, written as a fraction of the theoretical maximum amount of product (1.0 means a 100% yield; for example, 0.34 means a 34% yield). (1) The reactants are [OH:1][CH2:2][C@@H:3]([NH:8][C:9]([C:11]1[C:19]2[C:14](=[N:15][CH:16]=[C:17]([C:20]3[C:28]4[C:23](=[CH:24][C:25]([F:29])=[CH:26][CH:27]=4)[N:22]([CH3:30])[N:21]=3)[N:18]=2)[N:13]([CH2:31][O:32][CH2:33][CH2:34][Si:35]([CH3:38])([CH3:37])[CH3:36])[CH:12]=1)=[O:10])[CH2:4][CH:5]([CH3:7])[CH3:6].[OH-].[K+].[CH2:41]1OCCOCCOCCOCCOCCOC1.IC. The catalyst is C1COCC1. The product is [CH3:41][O:1][CH2:2][C@@H:3]([NH:8][C:9]([C:11]1[C:19]2[C:14](=[N:15][CH:16]=[C:17]([C:20]3[C:28]4[C:23](=[CH:24][C:25]([F:29])=[CH:26][CH:27]=4)[N:22]([CH3:30])[N:21]=3)[N:18]=2)[N:13]([CH2:31][O:32][CH2:33][CH2:34][Si:35]([CH3:38])([CH3:37])[CH3:36])[CH:12]=1)=[O:10])[CH2:4][CH:5]([CH3:7])[CH3:6]. The yield is 0.500. (2) The reactants are [Cl:1][C:2]1[CH:3]=[C:4]([CH:12]([CH2:25][C@H:26]2[CH2:46][CH2:45][C:28]3([O:32][C@H:31]([C:33]4[CH:38]=[CH:37][CH:36]=[CH:35][CH:34]=4)[C@@H:30]([C:39]4[CH:44]=[CH:43][CH:42]=[CH:41][CH:40]=4)[O:29]3)[CH2:27]2)[C:13](=O)[CH2:14][CH2:15][C:16]([C:18]2[CH:23]=[CH:22][CH:21]=[CH:20][N:19]=2)=O)[CH:5]=[CH:6][C:7]=1[S:8]([CH3:11])(=[O:10])=[O:9].C([O-])(=O)C.[NH4+:51].C(=O)([O-])O.[Na+]. The catalyst is C(O)(=O)C.C(OCC)(=O)C. The product is [Cl:1][C:2]1[CH:3]=[C:4]([CH:12]([C:13]2[NH:51][C:16]([C:18]3[CH:23]=[CH:22][CH:21]=[CH:20][N:19]=3)=[CH:15][CH:14]=2)[CH2:25][C@H:26]2[CH2:46][CH2:45][C:28]3([O:29][C@H:30]([C:39]4[CH:40]=[CH:41][CH:42]=[CH:43][CH:44]=4)[C@@H:31]([C:33]4[CH:34]=[CH:35][CH:36]=[CH:37][CH:38]=4)[O:32]3)[CH2:27]2)[CH:5]=[CH:6][C:7]=1[S:8]([CH3:11])(=[O:10])=[O:9]. The yield is 0.850. (3) The reactants are C1(O[C:8](=[O:48])[N:9]([C:19]2[CH:24]=[C:23]([O:25][C:26]3[CH:31]=[CH:30][C:29]([NH:32][C:33]([C:35]4([C:38](=[O:47])[NH:39][C:40]5[CH:45]=[CH:44][C:43]([F:46])=[CH:42][CH:41]=5)[CH2:37][CH2:36]4)=[O:34])=[CH:28][CH:27]=3)[CH:22]=[CH:21][N:20]=2)C(OC2C=CC=CC=2)=O)C=CC=CC=1.Cl.Cl.[N:51]1([CH2:55][CH:56]2[CH2:61][CH2:60][NH:59][CH2:58][CH2:57]2)[CH2:54][CH2:53][CH2:52]1.C(N(CC)CC)C.O. The catalyst is CN(C)C=O. The product is [N:51]1([CH2:55][CH:56]2[CH2:61][CH2:60][N:59]([C:8]([NH:9][C:19]3[CH:24]=[C:23]([O:25][C:26]4[CH:27]=[CH:28][C:29]([NH:32][C:33]([C:35]5([C:38]([NH:39][C:40]6[CH:45]=[CH:44][C:43]([F:46])=[CH:42][CH:41]=6)=[O:47])[CH2:37][CH2:36]5)=[O:34])=[CH:30][CH:31]=4)[CH:22]=[CH:21][N:20]=3)=[O:48])[CH2:58][CH2:57]2)[CH2:54][CH2:53][CH2:52]1. The yield is 0.789. (4) The reactants are [F:1][C:2]([F:16])([F:15])[C:3]1[CH:4]=[C:5]([CH:8]=[C:9]([C:11]([F:14])([F:13])[F:12])[CH:10]=1)[CH:6]=O.[NH2:17][CH2:18][C:19]1[C:20]([N:29]([CH2:32][CH:33]2[CH2:37][CH2:36][CH2:35][CH2:34]2)[CH2:30][CH3:31])=[N:21][C:22]2[CH2:23][CH2:24][CH2:25][CH2:26][C:27]=2[CH:28]=1.C(O)(=O)C.C([BH3-])#N.[Na+]. The catalyst is CO. The product is [F:1][C:2]([F:16])([F:15])[C:3]1[CH:4]=[C:5]([CH:8]=[C:9]([C:11]([F:14])([F:13])[F:12])[CH:10]=1)[CH2:6][NH:17][CH2:18][C:19]1[C:20]([N:29]([CH2:32][CH:33]2[CH2:37][CH2:36][CH2:35][CH2:34]2)[CH2:30][CH3:31])=[N:21][C:22]2[CH2:23][CH2:24][CH2:25][CH2:26][C:27]=2[CH:28]=1. The yield is 0.700. (5) The catalyst is S(=O)(=O)(O)O. The reactants are [CH:1]1([CH2:6][CH:7]([C:11]2[CH:16]=[CH:15][C:14]([S:17][C:18]([F:21])([F:20])[F:19])=[CH:13][CH:12]=2)[C:8]([OH:10])=[O:9])[CH2:5][CH2:4][CH2:3][CH2:2]1.[CH3:22]O. The product is [CH3:22][O:9][C:8](=[O:10])[CH:7]([C:11]1[CH:16]=[CH:15][C:14]([S:17][C:18]([F:21])([F:19])[F:20])=[CH:13][CH:12]=1)[CH2:6][CH:1]1[CH2:5][CH2:4][CH2:3][CH2:2]1. The yield is 0.990. (6) The reactants are [Cl:1][C:2]1[CH:3]=[C:4]2[C:9](=[CH:10][CH:11]=1)[NH:8][C:7](=[O:12])[C:6]([CH:13]=O)=[CH:5]2.[CH3:15][O:16][C:17]1[CH:22]=[C:21]([O:23][CH3:24])[N:20]=[C:19]([NH2:25])[N:18]=1.CC(N(C)C)=O.C(O[BH-](OC(=O)C)OC(=O)C)(=O)C.[Na+]. The catalyst is ClCCCl. The product is [Cl:1][C:2]1[CH:3]=[C:4]2[C:9](=[CH:10][CH:11]=1)[NH:8][C:7](=[O:12])[C:6]([CH2:13][NH:25][C:19]1[N:18]=[C:17]([O:16][CH3:15])[CH:22]=[C:21]([O:23][CH3:24])[N:20]=1)=[CH:5]2. The yield is 0.130. (7) The reactants are [F:1][CH:2]1[C:7](=[O:8])[CH2:6][CH2:5][N:4]([C:9]2[N:13]([CH3:14])[N:12]=[CH:11][C:10]=2[N+:15]([O-:17])=[O:16])[CH2:3]1.B(F)(F)F.CCOCC.[N+](=[CH:29][C:30]([O:32][CH2:33][CH3:34])=[O:31])=[N-].O. The catalyst is C(Cl)Cl. The product is [F:1][CH:2]1[CH2:3][N:4]([C:9]2[N:13]([CH3:14])[N:12]=[CH:11][C:10]=2[N+:15]([O-:17])=[O:16])[CH2:5][CH2:6][CH:29]([C:30]([O:32][CH2:33][CH3:34])=[O:31])[C:7]1=[O:8]. The yield is 0.580. (8) The reactants are CCN=C=NCCCN(C)C.C1C=CC2N(O)N=NC=2C=1.[NH2:22][CH:23]1[CH2:28][CH2:27][N:26]([C:29]([O:31][CH2:32][C:33]2[CH:38]=[CH:37][CH:36]=[CH:35][CH:34]=2)=[O:30])[CH2:25][CH2:24]1.[CH3:39][C:40]1[NH:41][CH:42]=[C:43]([C:45](O)=[O:46])[N:44]=1. The catalyst is C(#N)C.C(N(CC)CC)C. The product is [CH3:39][C:40]1[NH:41][CH:42]=[C:43]([C:45]([NH:22][CH:23]2[CH2:24][CH2:25][N:26]([C:29]([O:31][CH2:32][C:33]3[CH:38]=[CH:37][CH:36]=[CH:35][CH:34]=3)=[O:30])[CH2:27][CH2:28]2)=[O:46])[N:44]=1. The yield is 0.490. (9) The reactants are [CH3:1][O:2][C:3]1[CH:24]=[CH:23][C:6]([CH2:7][N:8]2[C:13]3[S:14][C:15]([CH:17]=C)=[CH:16][C:12]=3[C:11]3=[N:19][CH:20]=[N:21][N:10]3[C:9]2=[O:22])=[CH:5][CH:4]=1.I([O-])(=O)(=O)=[O:26].[Na+]. The catalyst is O1CCCC1.O.[Os](=O)(=O)(=O)=O. The product is [CH3:1][O:2][C:3]1[CH:4]=[CH:5][C:6]([CH2:7][N:8]2[C:13]3[S:14][C:15]([CH:17]=[O:26])=[CH:16][C:12]=3[C:11]3=[N:19][CH:20]=[N:21][N:10]3[C:9]2=[O:22])=[CH:23][CH:24]=1. The yield is 0.630.